Dataset: Reaction yield outcomes from USPTO patents with 853,638 reactions. Task: Predict the reaction yield, written as a fraction of the theoretical maximum amount of product (1.0 means a 100% yield; for example, 0.34 means a 34% yield). (1) The reactants are C([O:8][P:9]([O:19][CH2:20][C@@H:21]([N:26]1[C:35]2[C:30](=[CH:31][C:32](Br)=[CH:33][N:34]=2)[C:29](=[O:37])[C:28]([C:38]([O:40][CH2:41][CH3:42])=[O:39])=[CH:27]1)[CH2:22][CH:23]([CH3:25])[CH3:24])([O:11][CH2:12][C:13]1[CH:18]=[CH:17][CH:16]=[CH:15][CH:14]=1)=[O:10])C1C=CC=CC=1.[CH2:43]([NH:45][C:46](=[O:66])[NH:47][C:48]1[N:53]=[CH:52][C:51](B(O)O)=[C:50]([C:57]2[S:58][CH:59]=[C:60]([C:62]([F:65])([F:64])[F:63])[N:61]=2)[CH:49]=1)[CH3:44].C(=O)([O-])[O-].[Na+].[Na+]. The catalyst is CN(C)C=O.[Pd].C1(P(C2C=CC=CC=2)C2C=CC=CC=2)C=CC=CC=1.C1(P(C2C=CC=CC=2)C2C=CC=CC=2)C=CC=CC=1.C1(P(C2C=CC=CC=2)C2C=CC=CC=2)C=CC=CC=1.C1(P(C2C=CC=CC=2)C2C=CC=CC=2)C=CC=CC=1. The product is [CH2:12]([O:11][P:9]([O:19][CH2:20][C@@H:21]([N:26]1[C:35]2[C:30](=[CH:31][C:32]([C:51]3[CH:52]=[N:53][C:48]([NH:47][C:46](=[O:66])[NH:45][CH2:43][CH3:44])=[CH:49][C:50]=3[C:57]3[S:58][CH:59]=[C:60]([C:62]([F:65])([F:63])[F:64])[N:61]=3)=[CH:33][N:34]=2)[C:29](=[O:37])[C:28]([C:38]([O:40][CH2:41][CH3:42])=[O:39])=[CH:27]1)[CH2:22][CH:23]([CH3:25])[CH3:24])([OH:8])=[O:10])[C:13]1[CH:14]=[CH:15][CH:16]=[CH:17][CH:18]=1. The yield is 0.500. (2) The reactants are [NH2:1][C:2]1[CH:7]=[C:6](Br)[CH:5]=[CH:4][C:3]=1[OH:9].[C:10]1(B(O)O)[CH:15]=[CH:14][CH:13]=[CH:12][CH:11]=1. No catalyst specified. The product is [NH2:1][C:2]1[CH:7]=[C:6]([C:10]2[CH:15]=[CH:14][CH:13]=[CH:12][CH:11]=2)[CH:5]=[CH:4][C:3]=1[OH:9]. The yield is 0.590. (3) The reactants are [O:1]=[C:2]1[C:7]([CH2:8][C:9]2[CH:14]=[CH:13][C:12]([C:15]3[C:16]([C:21]#[N:22])=[CH:17][CH:18]=[CH:19][CH:20]=3)=[CH:11][CH:10]=2)=[C:6]([CH2:23][CH2:24][CH3:25])[N:5]2[N:26]=[CH:27][N:28]=[C:4]2[N:3]1[CH:29]1[CH2:34][CH2:33][C:32](=[O:35])[CH2:31][CH2:30]1.[CH3:36][C:37](O)([C:39]([CH3:42])([OH:41])[CH3:40])[CH3:38].O.C1(C)C=CC(S(O)(=O)=O)=CC=1. The catalyst is C1(C)C=CC=CC=1. The product is [O:1]=[C:2]1[C:7]([CH2:8][C:9]2[CH:10]=[CH:11][C:12]([C:15]3[C:16]([C:21]#[N:22])=[CH:17][CH:18]=[CH:19][CH:20]=3)=[CH:13][CH:14]=2)=[C:6]([CH2:23][CH2:24][CH3:25])[N:5]2[N:26]=[CH:27][N:28]=[C:4]2[N:3]1[CH:29]1[CH2:30][CH2:31][C:32]2([O:41][C:39]([CH3:42])([CH3:40])[C:37]([CH3:38])([CH3:36])[O:35]2)[CH2:33][CH2:34]1. The yield is 0.470. (4) The reactants are [NH2:1][C:2]1[N:7]=[CH:6][N:5]=[C:4]2[N:8]([CH:21]([C:23]3[O:24][C:25]4[C:30]([C:31](=[O:40])[C:32]=3[C:33]3[CH:38]=[CH:37][CH:36]=[C:35]([F:39])[CH:34]=3)=[CH:29][CH:28]=[CH:27][CH:26]=4)[CH3:22])[N:9]=[C:10]([C:11]3[CH:16]=[C:15]([F:17])[C:14]([O:18]C)=[C:13]([F:20])[CH:12]=3)[C:3]=12. The catalyst is ClCCl.B(Br)(Br)Br. The product is [NH2:1][C:2]1[N:7]=[CH:6][N:5]=[C:4]2[N:8]([CH:21]([C:23]3[O:24][C:25]4[C:30]([C:31](=[O:40])[C:32]=3[C:33]3[CH:38]=[CH:37][CH:36]=[C:35]([F:39])[CH:34]=3)=[CH:29][CH:28]=[CH:27][CH:26]=4)[CH3:22])[N:9]=[C:10]([C:11]3[CH:12]=[C:13]([F:20])[C:14]([OH:18])=[C:15]([F:17])[CH:16]=3)[C:3]=12. The yield is 0.720. (5) The reactants are [CH2:1]([N:5]1[C:9](=O)[C:8]([NH:11][C:12]2[CH:17]=[CH:16][C:15]([O:18][CH:19]([F:21])[F:20])=[CH:14][CH:13]=2)=[C:7]([C:22]2[CH:27]=[CH:26][CH:25]=[CH:24][CH:23]=2)[S:6]1(=[O:29])=[O:28])[CH2:2][CH2:3][CH3:4].COC1C=CC(P2(SP(C3C=CC(OC)=CC=3)(=S)S2)=[S:39])=CC=1. The catalyst is C1(C)C=CC=CC=1. The product is [CH2:1]([N:5]1[C:9](=[S:39])[C:8]([NH:11][C:12]2[CH:17]=[CH:16][C:15]([O:18][CH:19]([F:21])[F:20])=[CH:14][CH:13]=2)=[C:7]([C:22]2[CH:27]=[CH:26][CH:25]=[CH:24][CH:23]=2)[S:6]1(=[O:29])=[O:28])[CH2:2][CH2:3][CH3:4]. The yield is 0.850. (6) The reactants are Br[C:2]1[C:3]([CH3:10])=[C:4]([CH3:9])[C:5]([NH2:8])=[N:6][CH:7]=1.[C:11]([Cu])#[N:12].C(N)CN. The catalyst is CC(N(C)C)=O. The product is [NH2:8][C:5]1[C:4]([CH3:9])=[C:3]([CH3:10])[C:2]([C:11]#[N:12])=[CH:7][N:6]=1. The yield is 0.990. (7) The reactants are [Cl:1][C:2]1[CH:11]=[C:10]2[C:5]([N:6]=[C:7]([N:15]3[CH2:20][CH2:19][N:18]([CH3:21])[CH2:17][CH2:16]3)[C:8]3[N:9]2[CH2:12][CH2:13][N:14]=3)=[CH:4][CH:3]=1.C1(Cl)C(=O)C(Cl)=C(Cl)C(=O)C=1Cl. The catalyst is C1(C)C(C)=CC=CC=1. The product is [Cl:1][C:2]1[CH:11]=[C:10]2[C:5]([N:6]=[C:7]([N:15]3[CH2:16][CH2:17][N:18]([CH3:21])[CH2:19][CH2:20]3)[C:8]3[N:9]2[CH:12]=[CH:13][N:14]=3)=[CH:4][CH:3]=1. The yield is 0.740. (8) The reactants are Br.[N+:2]([C:5]1[CH:10]=[CH:9][C:8]([CH2:11][C@@H:12]([C:14]2[N:15]=[C:16]([C:19]3[CH:24]=[CH:23][CH:22]=[CH:21][CH:20]=3)[S:17][CH:18]=2)[NH2:13])=[CH:7][CH:6]=1)([O-:4])=[O:3].C([O-])([O-])=O.[Ca+2].C(Cl)(Cl)(Cl)Cl.[C:35](Cl)(Cl)=[S:36]. The catalyst is O.C(Cl)Cl. The product is [N:13]([C@H:12]([C:14]1[N:15]=[C:16]([C:19]2[CH:20]=[CH:21][CH:22]=[CH:23][CH:24]=2)[S:17][CH:18]=1)[CH2:11][C:8]1[CH:7]=[CH:6][C:5]([N+:2]([O-:4])=[O:3])=[CH:10][CH:9]=1)=[C:35]=[S:36]. The yield is 0.730. (9) The product is [Cl:25][C:26]1[C:27]([CH2:36][N:7]2[C:8]([C:10]([O:12][CH3:13])=[O:11])=[CH:9][C:5]([O:4][CH:1]([CH3:3])[CH3:2])=[N:6]2)=[N:28][CH:29]=[C:30]([C:32]([F:34])([F:33])[F:35])[CH:31]=1. The yield is 0.510. The catalyst is C(OCC)(=O)C.O. The reactants are [CH:1]([O:4][C:5]1[CH:9]=[C:8]([C:10]([O:12][CH3:13])=[O:11])[NH:7][N:6]=1)([CH3:3])[CH3:2].C(=O)([O-])[O-].[K+].[K+].CN(C)C=O.[Cl:25][C:26]1[C:27]([CH2:36]Cl)=[N:28][CH:29]=[C:30]([C:32]([F:35])([F:34])[F:33])[CH:31]=1.